Dataset: Forward reaction prediction with 1.9M reactions from USPTO patents (1976-2016). Task: Predict the product of the given reaction. (1) Given the reactants Cl[C:2]1[N:7]=[CH:6][C:5]([C:8]([OH:10])=[O:9])=[CH:4][N:3]=1.CCN(CC)CC.[NH2:18][CH:19]1[CH2:24][CH2:23][O:22][CH2:21][CH2:20]1, predict the reaction product. The product is: [O:22]1[CH2:23][CH2:24][CH:19]([NH:18][C:2]2[N:7]=[CH:6][C:5]([C:8]([OH:10])=[O:9])=[CH:4][N:3]=2)[CH2:20][CH2:21]1. (2) Given the reactants [Cl:1][C:2]1[CH:3]=[C:4]([NH:16][C:17]2[C:26]3[C:21](=[CH:22][C:23]([O:38][CH2:39][CH3:40])=[C:24]([NH:27][C:28](=[O:37])/[CH:29]=[CH:30]/[C@H:31]4[CH2:35][CH2:34][CH2:33][N:32]4[CH3:36])[CH:25]=3)[N:20]=[CH:19][C:18]=2[C:41]#[N:42])[CH:5]=[CH:6][C:7]=1[O:8][CH2:9][C:10]1[CH:15]=[CH:14][CH:13]=[CH:12][N:11]=1.[C:43]([OH:51])(=[O:50])[C@H:44]([CH2:46][C:47]([OH:49])=[O:48])[OH:45], predict the reaction product. The product is: [C:43]([OH:51])(=[O:50])[C@H:44]([CH2:46][C:47]([OH:49])=[O:48])[OH:45].[Cl:1][C:2]1[CH:3]=[C:4]([NH:16][C:17]2[C:26]3[C:21](=[CH:22][C:23]([O:38][CH2:39][CH3:40])=[C:24]([NH:27][C:28](=[O:37])/[CH:29]=[CH:30]/[C@H:31]4[CH2:35][CH2:34][CH2:33][N:32]4[CH3:36])[CH:25]=3)[N:20]=[CH:19][C:18]=2[C:41]#[N:42])[CH:5]=[CH:6][C:7]=1[O:8][CH2:9][C:10]1[CH:15]=[CH:14][CH:13]=[CH:12][N:11]=1.